From a dataset of Forward reaction prediction with 1.9M reactions from USPTO patents (1976-2016). Predict the product of the given reaction. (1) Given the reactants Br[C:2]1[C:10]2[C:5](=[N:6][C:7]([NH2:11])=[N:8][CH:9]=2)[N:4]([CH3:12])[N:3]=1.[F:13][C:14]1[CH:15]=[C:16](B(O)O)[CH:17]=[C:18]([F:20])[CH:19]=1.C1(P(C2CCCCC2)C2CCCCC2)CCCCC1.P([O-])([O-])([O-])=O.[K+].[K+].[K+], predict the reaction product. The product is: [F:13][C:14]1[CH:15]=[C:16]([C:2]2[C:10]3[C:5](=[N:6][C:7]([NH2:11])=[N:8][CH:9]=3)[N:4]([CH3:12])[N:3]=2)[CH:17]=[C:18]([F:20])[CH:19]=1. (2) Given the reactants [C:1]1([CH3:14])[CH:6]=[CH:5][C:4]([NH:7][CH:8]2[CH2:13][CH2:12][NH:11][CH2:10][CH2:9]2)=[CH:3][CH:2]=1.[CH2:15]1[C:20]2([CH2:27][CH2:26][CH2:25][CH2:24][CH2:23][CH2:22][CH2:21]2)[CH2:19][CH2:18][O:17][CH:16]1O.C(O[BH-](OC(=O)C)OC(=O)C)(=O)C.[Na+].C(=O)(O)[O-].[Na+], predict the reaction product. The product is: [C:1]1([CH3:14])[CH:2]=[CH:3][C:4]([NH:7][CH:8]2[CH2:13][CH2:12][N:11]([CH2:18][CH2:19][C:20]3([CH2:15][CH2:16][OH:17])[CH2:21][CH2:22][CH2:23][CH2:24][CH2:25][CH2:26][CH2:27]3)[CH2:10][CH2:9]2)=[CH:5][CH:6]=1.